Predict the reaction yield, written as a fraction of the theoretical maximum amount of product (1.0 means a 100% yield; for example, 0.34 means a 34% yield). From a dataset of Reaction yield outcomes from USPTO patents with 853,638 reactions. The reactants are C(OC([N:8]1[CH2:13][CH2:12][N:11]([C:14]2[CH:19]=[CH:18][C:17]([O:20][CH2:21][CH2:22][CH2:23][S:24][CH2:25][C:26]3[CH:31]=[CH:30][CH:29]=[CH:28][C:27]=3[O:32][CH3:33])=[CH:16][CH:15]=2)[C@@H:10]([CH2:34][O:35][C:36]2[CH:45]=[CH:44][C:43]3[C:38](=[CH:39][CH:40]=[CH:41][CH:42]=3)[CH:37]=2)[CH2:9]1)=O)(C)(C)C.Cl.C(=O)(O)[O-].[Na+]. The catalyst is O1CCOCC1. The product is [CH3:33][O:32][C:27]1[CH:28]=[CH:29][CH:30]=[CH:31][C:26]=1[CH2:25][S:24][CH2:23][CH2:22][CH2:21][O:20][C:17]1[CH:16]=[CH:15][C:14]([N:11]2[CH2:12][CH2:13][NH:8][CH2:9][C@@H:10]2[CH2:34][O:35][C:36]2[CH:45]=[CH:44][C:43]3[C:38](=[CH:39][CH:40]=[CH:41][CH:42]=3)[CH:37]=2)=[CH:19][CH:18]=1. The yield is 0.400.